Dataset: Forward reaction prediction with 1.9M reactions from USPTO patents (1976-2016). Task: Predict the product of the given reaction. (1) Given the reactants [CH2:1]([O:8][C:9]1[C:18](=[O:19])[N:17]2[C:12]([C:13]([CH3:21])([CH3:20])[O:14][CH2:15][CH2:16]2)=[N:11][C:10]=1[C:22]([NH:24][NH:25][C:26](=O)[CH2:27][C:28]1[CH:33]=[CH:32][C:31]([F:34])=[CH:30][CH:29]=1)=[O:23])[C:2]1[CH:7]=[CH:6][CH:5]=[CH:4][CH:3]=1.C1C=CC(P(C2C=CC=CC=2)C2C=CC=CC=2)=CC=1.CCN(C(C)C)C(C)C.ClC(Cl)(Cl)C(Cl)(Cl)Cl, predict the reaction product. The product is: [CH2:1]([O:8][C:9]1[C:18](=[O:19])[N:17]2[C:12]([C:13]([CH3:21])([CH3:20])[O:14][CH2:15][CH2:16]2)=[N:11][C:10]=1[C:22]1[O:23][C:26]([CH2:27][C:28]2[CH:33]=[CH:32][C:31]([F:34])=[CH:30][CH:29]=2)=[N:25][N:24]=1)[C:2]1[CH:7]=[CH:6][CH:5]=[CH:4][CH:3]=1. (2) Given the reactants C(NC(C)C)(C)C.[Cl:8][C:9]1[CH:17]=[C:16](I)[C:12]2[O:13][CH2:14][O:15][C:11]=2[C:10]=1[NH2:19].[CH3:20][N:21]([CH3:29])[C:22](=[O:28])[CH2:23][O:24][CH2:25][C:26]#[CH:27], predict the reaction product. The product is: [NH2:19][C:10]1[C:11]2[O:15][CH2:14][O:13][C:12]=2[C:16]([C:27]#[C:26][CH2:25][O:24][CH2:23][C:22]([N:21]([CH3:29])[CH3:20])=[O:28])=[CH:17][C:9]=1[Cl:8]. (3) Given the reactants [NH2:1][C:2]1[N:7]=[C:6]([N:8]2[CH2:29][CH2:28][C:11]3([CH2:15][N:14]([C:16]([O:18][C:19]([CH3:22])([CH3:21])[CH3:20])=[O:17])[C@H:13]([C:23]([O:25][CH2:26][CH3:27])=[O:24])[CH2:12]3)[CH2:10][CH2:9]2)[CH:5]=[C:4]([O:30][C@H:31]([C:36]2[CH:41]=[C:40](Br)[CH:39]=[CH:38][C:37]=2Br)[C:32]([F:35])([F:34])[F:33])[N:3]=1.[C:44]1(B(O)O)[CH:49]=[CH:48][CH:47]=[CH:46][CH:45]=1.C([O-])([O-])=O.[Na+].[Na+], predict the reaction product. The product is: [C:44]1([C:37]2[CH:38]=[CH:39][C:40]([C:36]3[CH:41]=[CH:40][CH:39]=[CH:38][CH:37]=3)=[CH:41][C:36]=2[C@@H:31]([O:30][C:4]2[N:3]=[C:2]([NH2:1])[N:7]=[C:6]([N:8]3[CH2:29][CH2:28][C:11]4([CH2:15][N:14]([C:16]([O:18][C:19]([CH3:21])([CH3:20])[CH3:22])=[O:17])[C@H:13]([C:23]([O:25][CH2:26][CH3:27])=[O:24])[CH2:12]4)[CH2:10][CH2:9]3)[CH:5]=2)[C:32]([F:33])([F:34])[F:35])[CH:49]=[CH:48][CH:47]=[CH:46][CH:45]=1. (4) Given the reactants Cl[C:2]1[C:11]2[C:6](=[C:7]([NH:12][S:13]([C:16]3[CH:21]=[CH:20][CH:19]=[CH:18][C:17]=3[N+:22]([O-])=O)(=[O:15])=[O:14])[CH:8]=[CH:9][CH:10]=2)[N:5]=[CH:4][CH:3]=1.[Cl:25][Sn]Cl, predict the reaction product. The product is: [NH2:22][C:17]1[CH:18]=[CH:19][CH:20]=[CH:21][C:16]=1[S:13]([NH:12][C:7]1[CH:8]=[CH:9][C:10]([Cl:25])=[C:11]2[C:6]=1[N:5]=[CH:4][CH:3]=[CH:2]2)(=[O:15])=[O:14]. (5) Given the reactants [CH2:1]([O:8][CH2:9][C@H:10]([CH:26]([CH3:28])[CH3:27])[CH2:11][C@H:12]([NH:18][C:19]([O:21][C:22]([CH3:25])([CH3:24])[CH3:23])=[O:20])[CH2:13]C(OC)=O)[C:2]1[CH:7]=[CH:6][CH:5]=[CH:4][CH:3]=1.[BH4-].[Li+].C[OH:32], predict the reaction product. The product is: [CH2:1]([O:8][CH2:9][C@H:10]([CH:26]([CH3:28])[CH3:27])[CH2:11][C@H:12]([NH:18][C:19](=[O:20])[O:21][C:22]([CH3:25])([CH3:24])[CH3:23])[CH2:13][OH:32])[C:2]1[CH:7]=[CH:6][CH:5]=[CH:4][CH:3]=1. (6) Given the reactants C(OC(=O)[NH:7][CH2:8][CH2:9][NH:10][C:11]1[C:12]2[N:13]([C:21](=[O:24])[NH:22][N:23]=2)[CH:14]=[C:15]([C:17]([CH3:20])([CH3:19])[CH3:18])[N:16]=1)(C)(C)C.C(O)(C(F)(F)F)=O, predict the reaction product. The product is: [NH2:7][CH2:8][CH2:9][NH:10][C:11]1[C:12]2[N:13]([C:21](=[O:24])[NH:22][N:23]=2)[CH:14]=[C:15]([C:17]([CH3:18])([CH3:19])[CH3:20])[N:16]=1. (7) Given the reactants [C:1]1(=[O:8])[O:7][C:5](=[O:6])[CH2:4][CH2:3][CH2:2]1.[Cl:9][C:10]1[CH:15]=[CH:14][C:13]([C:16]2[S:24][C:23]3[C:22](=[O:25])[N:21]([C:26]4[CH:31]=[CH:30][C:29]([O:32][CH2:33][C@@H:34]([CH:36]5[CH2:38][CH2:37]5)[OH:35])=[C:28]([O:39][CH3:40])[CH:27]=4)[CH:20]=[N:19][C:18]=3[CH:17]=2)=[CH:12][CH:11]=1.N1(C2C=CN=CC=2)CCCC1, predict the reaction product. The product is: [Cl:9][C:10]1[CH:15]=[CH:14][C:13]([C:16]2[S:24][C:23]3[C:22](=[O:25])[N:21]([C:26]4[CH:31]=[CH:30][C:29]([O:32][CH2:33][C@@H:34]([CH:36]5[CH2:37][CH2:38]5)[O:35][C:5](=[O:6])[CH2:4][CH2:3][CH2:2][C:1]([OH:7])=[O:8])=[C:28]([O:39][CH3:40])[CH:27]=4)[CH:20]=[N:19][C:18]=3[CH:17]=2)=[CH:12][CH:11]=1. (8) Given the reactants [S-:1][C:2]#[N:3].[NH4+].[C:5](Cl)(=[O:7])[CH3:6].[Cl:9][C:10]1[CH:11]=[C:12]([CH:14]=[C:15]([Cl:17])[CH:16]=1)[NH2:13], predict the reaction product. The product is: [Cl:9][C:10]1[CH:11]=[C:12]([NH:13][C:2]([NH:3][C:5](=[O:7])[CH3:6])=[S:1])[CH:14]=[C:15]([Cl:17])[CH:16]=1. (9) Given the reactants [CH:1]1([N:6]2[C:11]3[N:12]=[C:13]([NH:16][C:17]4[N:22]=[CH:21][C:20]([N:23]5[CH2:28][CH2:27][CH:26]([OH:29])[CH2:25][CH2:24]5)=[CH:19][CH:18]=4)[N:14]=[CH:15][C:10]=3[C:9]([CH3:30])=[C:8]([C:31]([O:33]CC)=[CH2:32])[C:7]2=[O:36])[CH2:5][CH2:4][CH2:3][CH2:2]1.Cl, predict the reaction product. The product is: [C:31]([C:8]1[C:7](=[O:36])[N:6]([CH:1]2[CH2:5][CH2:4][CH2:3][CH2:2]2)[C:11]2[N:12]=[C:13]([NH:16][C:17]3[N:22]=[CH:21][C:20]([N:23]4[CH2:28][CH2:27][CH:26]([OH:29])[CH2:25][CH2:24]4)=[CH:19][CH:18]=3)[N:14]=[CH:15][C:10]=2[C:9]=1[CH3:30])(=[O:33])[CH3:32]. (10) Given the reactants [CH3:1][O:2][C:3]1[CH:8]=[C:7]([CH3:9])[N:6]=[C:5]([N:10]([CH3:12])[CH3:11])[N:4]=1.Br[CH2:14][CH2:15][CH2:16][CH2:17][CH2:18][CH2:19][CH2:20][CH2:21][CH2:22][O:23][CH2:24][O:25][CH3:26].[Li]CCCC, predict the reaction product. The product is: [CH3:1][O:2][C:3]1[CH:8]=[C:7]([CH2:9][CH2:14][CH2:15][CH2:16][CH2:17][CH2:18][CH2:19][CH2:20][CH2:21][CH2:22][O:23][CH2:24][O:25][CH3:26])[N:6]=[C:5]([N:10]([CH3:12])[CH3:11])[N:4]=1.